This data is from Reaction yield outcomes from USPTO patents with 853,638 reactions. The task is: Predict the reaction yield, written as a fraction of the theoretical maximum amount of product (1.0 means a 100% yield; for example, 0.34 means a 34% yield). (1) The reactants are C[O:2][C:3]([C:5]1[N:6]=[C:7]2[C:12]([NH:13][C:14](=[O:19])[C:15]([CH3:18])([CH3:17])[CH3:16])=[CH:11][CH:10]=[CH:9][N:8]2[C:20]=1[CH3:21])=O.[H-].[Al+3].[Li+].[H-].[H-].[H-].O.[OH-].[Na+]. The catalyst is O1CCCC1. The product is [OH:2][CH2:3][C:5]1[N:6]=[C:7]2[C:12]([NH:13][C:14](=[O:19])[C:15]([CH3:16])([CH3:17])[CH3:18])=[CH:11][CH:10]=[CH:9][N:8]2[C:20]=1[CH3:21]. The yield is 0.830. (2) The reactants are [F:1][C:2]1[CH:7]=[CH:6][C:5]([C:8]2[C:15]([C:16]3[CH:21]=[CH:20][CH:19]=[CH:18][CH:17]=3)=[C:14]3[N:10]([CH2:11][CH2:12][CH2:13]3)[CH:9]=2)=[CH:4][CH:3]=1.C(N(CC)CC)C.[O:29]=[C:30](Cl)[O:31][C:32](Cl)(Cl)Cl.CO. The catalyst is C(Cl)(Cl)Cl. The product is [F:1][C:2]1[CH:3]=[CH:4][C:5]([C:8]2[C:15]([C:16]3[CH:17]=[CH:18][CH:19]=[CH:20][CH:21]=3)=[C:14]3[N:10]([C:9]=2[C:30]([O:31][CH3:32])=[O:29])[CH2:11][CH2:12][CH2:13]3)=[CH:6][CH:7]=1. The yield is 1.00.